From a dataset of Reaction yield outcomes from USPTO patents with 853,638 reactions. Predict the reaction yield, written as a fraction of the theoretical maximum amount of product (1.0 means a 100% yield; for example, 0.34 means a 34% yield). (1) The catalyst is ClCCl. The reactants are C(Cl)(Cl)=[O:2].[OH:5][C:6]1[N:11]=[CH:10][C:9]([N:12]2[C:17](=[O:18])[CH2:16][C:15]([CH3:20])([CH3:19])[CH2:14][C:13]2=[O:21])=[CH:8][CH:7]=1.[CH2:22]([N:24]([CH:28](C)C)[CH:25]([CH3:27])[CH3:26])C.[Cl:31][C:32]1[CH:37]=CC(CN)=C[CH:33]=1.N12CCN(CC1)CC2. The yield is 0.260. The product is [CH3:20][C:15]1([CH3:19])[CH2:16][C:17](=[O:18])[N:12]([C:9]2[CH:10]=[N:11][C:6]([O:5][C:22](=[O:2])[N:24]([C:25]3[CH:26]=[CH:37][C:32]([Cl:31])=[CH:33][CH:27]=3)[CH3:28])=[CH:7][CH:8]=2)[C:13](=[O:21])[CH2:14]1. (2) The reactants are [C:1]1([S:7]([C:10]2[CH:11]=[C:12]3[C:17](=[CH:18][CH:19]=2)[CH:16]([CH2:20][CH2:21]OS(C)(=O)=O)[CH2:15][CH2:14][CH2:13]3)(=[O:9])=[O:8])[CH:6]=[CH:5][CH:4]=[CH:3][CH:2]=1.[NH:27]1[CH:31]=[CH:30][N:29]=[CH:28]1.C(=O)([O-])[O-].[K+].[K+].[I-].[K+]. The catalyst is O.C(#N)C. The product is [C:1]1([S:7]([C:10]2[CH:11]=[C:12]3[C:17](=[CH:18][CH:19]=2)[CH:16]([CH2:20][CH2:21][N:27]2[CH:31]=[CH:30][N:29]=[CH:28]2)[CH2:15][CH2:14][CH2:13]3)(=[O:9])=[O:8])[CH:6]=[CH:5][CH:4]=[CH:3][CH:2]=1. The yield is 0.775. (3) The reactants are S(=O)(=O)(O)O.[Br:6][C:7]1[CH:8]=[C:9]([CH2:13][CH2:14][NH:15][S:16]([C:19]2[CH:24]=[CH:23][C:22]([CH3:25])=[CH:21][CH:20]=2)(=[O:18])=[O:17])[CH:10]=[CH:11][CH:12]=1.[CH3:26]OCOC.C(Cl)Cl. The catalyst is C1(C)C=CC=CC=1.CCOCC. The product is [Br:6][C:7]1[CH:8]=[C:9]2[C:10](=[CH:11][CH:12]=1)[CH2:26][N:15]([S:16]([C:19]1[CH:20]=[CH:21][C:22]([CH3:25])=[CH:23][CH:24]=1)(=[O:18])=[O:17])[CH2:14][CH2:13]2. The yield is 0.900. (4) The reactants are Cl[C:2]1[CH2:6][C@H:5]([CH:7]2[CH2:11][CH2:10][CH2:9][CH2:8]2)[N:4]([C:12]2[CH:19]=[CH:18][C:15]([C:16]#[N:17])=[C:14]([CH3:20])[N:13]=2)[N:3]=1.[CH3:21][O:22][C:23]([C:25]1[CH:30]=[CH:29][C:28](B(O)O)=[CH:27][CH:26]=1)=[O:24].C(=O)([O-])[O-].[Cs+].[Cs+].C(#N)C.O. The catalyst is CN(C)C=O.[Pd].C1(P(C2C=CC=CC=2)C2C=CC=CC=2)C=CC=CC=1.C1(P(C2C=CC=CC=2)C2C=CC=CC=2)C=CC=CC=1.C1(P(C2C=CC=CC=2)C2C=CC=CC=2)C=CC=CC=1.C1(P(C2C=CC=CC=2)C2C=CC=CC=2)C=CC=CC=1. The product is [C:16]([C:15]1[CH:18]=[CH:19][C:12]([N:4]2[C@@H:5]([CH:7]3[CH2:11][CH2:10][CH2:9][CH2:8]3)[CH2:6][C:2]([C:28]3[CH:29]=[CH:30][C:25]([C:23]([O:22][CH3:21])=[O:24])=[CH:26][CH:27]=3)=[N:3]2)=[N:13][C:14]=1[CH3:20])#[N:17]. The yield is 0.380. (5) The reactants are [C:1]([C:5]1[C:6](=[O:24])[C:7](=[CH:15][C:16]2[CH:21]=[CH:20][C:19]([CH3:22])=[C:18]([CH3:23])[CH:17]=2)[CH:8]=[C:9]([C:11]([CH3:14])([CH3:13])[CH3:12])[CH:10]=1)([CH3:4])([CH3:3])[CH3:2].FC(F)(F)[C:27](O)=[O:28]. The catalyst is C1(C)C=CC=CC=1.[Pd].C1(P(C2C=CC=CC=2)C2C=CC=CC=2)C=CC=CC=1.C1(P(C2C=CC=CC=2)C2C=CC=CC=2)C=CC=CC=1.C1(P(C2C=CC=CC=2)C2C=CC=CC=2)C=CC=CC=1.C1(P(C2C=CC=CC=2)C2C=CC=CC=2)C=CC=CC=1. The product is [C:11]([C:9]1[CH:10]=[C:5]([C:1]([CH3:2])([CH3:3])[CH3:4])[C:6]2[O:24][C:27](=[O:28])[CH:15]([C:16]3[CH:21]=[CH:20][C:19]([CH3:22])=[C:18]([CH3:23])[CH:17]=3)[C:7]=2[CH:8]=1)([CH3:14])([CH3:13])[CH3:12]. The yield is 0.660. (6) The reactants are [Br:1][C:2]1[CH:3]=[C:4]([C:9]([C:11]2[C:16]([CH:17]([CH3:19])[CH3:18])=[C:15]([O:20]C)[N:14]=[C:13]([O:22]C)[N:12]=2)=[O:10])[CH:5]=[C:6]([CH3:8])[CH:7]=1. The catalyst is Cl. The product is [Br:1][C:2]1[CH:3]=[C:4]([CH:5]=[C:6]([CH3:8])[CH:7]=1)[C:9]([C:11]1[NH:12][C:13](=[O:22])[NH:14][C:15](=[O:20])[C:16]=1[CH:17]([CH3:18])[CH3:19])=[O:10]. The yield is 0.940. (7) The reactants are [CH3:1][O:2][CH:3]1[CH2:8][CH2:7][NH:6][CH2:5][CH2:4]1.[OH-].[Na+].Br[CH2:12][CH2:13][CH2:14][Cl:15]. The catalyst is CC(C)=O. The product is [Cl:15][CH2:14][CH2:13][CH2:12][N:6]1[CH2:7][CH2:8][CH:3]([O:2][CH3:1])[CH2:4][CH2:5]1. The yield is 0.600. (8) The reactants are [Br:1][C:2]1[CH:7]=[CH:6][C:5]([F:8])=[CH:4][C:3]=1[F:9].[N+:10]([O-])([OH:12])=[O:11]. The catalyst is OS(O)(=O)=O. The product is [Br:1][C:2]1[CH:7]=[C:6]([N+:10]([O-:12])=[O:11])[C:5]([F:8])=[CH:4][C:3]=1[F:9]. The yield is 0.970. (9) The product is [Cl:1][C:2]1[CH:9]=[CH:8][C:5]([CH2:6][Cl:14])=[C:4]([O:10][CH3:11])[CH:3]=1. No catalyst specified. The yield is 0.950. The reactants are [Cl:1][C:2]1[CH:9]=[CH:8][C:5]([CH2:6]O)=[C:4]([O:10][CH3:11])[CH:3]=1.S(Cl)([Cl:14])=O.